This data is from Forward reaction prediction with 1.9M reactions from USPTO patents (1976-2016). The task is: Predict the product of the given reaction. (1) The product is: [CH:11]1[C:12]2[CH:13]([CH2:15][O:16][C:17]([NH:19][NH:20][C:21](=[O:29])[CH:22]([OH:23])[CH:24]([OH:25])[C:26]([OH:28])=[O:27])=[O:18])[C:14]3[C:6](=[CH:5][CH:4]=[CH:3][CH:2]=3)[C:7]=2[CH:8]=[CH:9][CH:10]=1. Given the reactants Cl.[CH:2]1[C:14]2[CH:13]([CH2:15][O:16][C:17]([NH:19][NH2:20])=[O:18])[C:12]3[C:7](=[CH:8][CH:9]=[CH:10][CH:11]=3)[C:6]=2[CH:5]=[CH:4][CH:3]=1.[C:21](O)(=[O:29])[C@@H:22]([C@H:24]([C:26]([OH:28])=[O:27])[OH:25])[OH:23].C(N(C(C)C)CC)(C)C.Cl.C(N=C=NCCCN(C)C)C.C(=O)([O-])O.[Na+].S([O-])(O)(=O)=O.[K+], predict the reaction product. (2) Given the reactants [C:1]([O:5][C:6]([N:8]1[CH2:25][CH2:24][C:11]2([C:15](=[O:16])[N:14]([C:17]3[CH:22]=[N:21][C:20](Br)=[CH:19][N:18]=3)[CH2:13][CH2:12]2)[CH2:10][CH2:9]1)=[O:7])([CH3:4])([CH3:3])[CH3:2].[CH3:26][C@H:27]1[CH2:31][CH2:30][CH2:29][N:28]1[C@H:32]1[CH2:36][CH2:35][NH:34][CH2:33]1.CC(C)([O-])C.[Na+], predict the reaction product. The product is: [C:1]([O:5][C:6]([N:8]1[CH2:25][CH2:24][C:11]2([C:15](=[O:16])[N:14]([C:17]3[CH:22]=[N:21][C:20]([N:34]4[CH2:35][CH2:36][C@H:32]([N:28]5[CH2:29][CH2:30][CH2:31][C@@H:27]5[CH3:26])[CH2:33]4)=[CH:19][N:18]=3)[CH2:13][CH2:12]2)[CH2:10][CH2:9]1)=[O:7])([CH3:4])([CH3:3])[CH3:2]. (3) Given the reactants C[Si](C)(C)Cl.Br[CH2:7][C:8]([O:10][CH3:11])=[O:9].[CH:12](=[N:19][C:20]1[CH:25]=[CH:24][CH:23]=[CH:22][CH:21]=1)[C:13]1[CH:18]=[CH:17][CH:16]=[CH:15][CH:14]=1.N, predict the reaction product. The product is: [C:20]1([NH:19][CH:12]([C:13]2[CH:14]=[CH:15][CH:16]=[CH:17][CH:18]=2)[CH2:7][C:8]([O:10][CH3:11])=[O:9])[CH:21]=[CH:22][CH:23]=[CH:24][CH:25]=1. (4) The product is: [O:32]=[S:2]1(=[O:1])[C:8]2[CH:9]=[C:10]([O:13][CH2:14][C:15]([OH:17])=[O:16])[CH:11]=[CH:12][C:7]=2[N:6]([C:20]2[CH:21]=[CH:22][CH:23]=[CH:24][CH:25]=2)[CH2:5][C:4]([CH2:28][CH2:29][CH2:30][CH3:31])([CH2:26][CH3:27])[CH2:3]1. Given the reactants [O:1]=[S:2]1(=[O:32])[C:8]2[CH:9]=[C:10]([O:13][CH2:14][C:15]([O:17]CC)=[O:16])[CH:11]=[CH:12][C:7]=2[N:6]([C:20]2[CH:25]=[CH:24][CH:23]=[CH:22][CH:21]=2)[CH2:5][C:4]([CH2:28][CH2:29][CH2:30][CH3:31])([CH2:26][CH3:27])[CH2:3]1.[OH-].[Na+].C(O)(=O)C, predict the reaction product. (5) Given the reactants [F:1][C:2]1[CH:7]=[CH:6][CH:5]=[CH:4][C:3]=1B(O)O.[N:11]1([CH2:16][C:17]2[CH:18]=[CH:19][C:20](Br)=[N:21][CH:22]=2)[CH:15]=[CH:14][N:13]=[CH:12]1, predict the reaction product. The product is: [F:1][C:2]1[CH:7]=[CH:6][CH:5]=[CH:4][C:3]=1[C:20]1[CH:19]=[CH:18][C:17]([CH2:16][N:11]2[CH:15]=[CH:14][N:13]=[CH:12]2)=[CH:22][N:21]=1. (6) Given the reactants [CH3:1][O:2][C:3]([C:5]1([CH2:14][O:15][CH3:16])[CH2:9][CH2:8][N:7]([CH2:10][C:11]([OH:13])=O)[CH2:6]1)=[O:4].[N:17]1([C:23]2[CH:28]=[CH:27][C:26]([C:29]3[N:34]=[CH:33][CH:32]=[CH:31][N:30]=3)=[CH:25][CH:24]=2)[CH2:22][CH2:21][NH:20][CH2:19][CH2:18]1.C(N(CC)C(C)C)(C)C, predict the reaction product. The product is: [CH3:1][O:2][C:3]([C:5]1([CH2:14][O:15][CH3:16])[CH2:9][CH2:8][N:7]([CH2:10][C:11](=[O:13])[N:20]2[CH2:21][CH2:22][N:17]([C:23]3[CH:28]=[CH:27][C:26]([C:29]4[N:30]=[CH:31][CH:32]=[CH:33][N:34]=4)=[CH:25][CH:24]=3)[CH2:18][CH2:19]2)[CH2:6]1)=[O:4].